Predict which catalyst facilitates the given reaction. From a dataset of Catalyst prediction with 721,799 reactions and 888 catalyst types from USPTO. (1) Reactant: [CH3:1][O:2][C:3]1[CH:19]=[CH:18][CH:17]=[CH:16][C:4]=1[C:5]([NH:7][C:8]1[CH:12]=[CH:11][S:10][C:9]=1[C:13]([NH2:15])=[O:14])=O.[OH-].[Na+].CCO. Product: [CH3:1][O:2][C:3]1[CH:19]=[CH:18][CH:17]=[CH:16][C:4]=1[C:5]1[NH:15][C:13](=[O:14])[C:9]2[S:10][CH:11]=[CH:12][C:8]=2[N:7]=1. The catalyst class is: 6. (2) Reactant: [C:1]1([CH2:7][N:8]2[C:20]3[CH:19]=[CH:18][CH:17]=[C:16]([O:21][CH2:22][C:23]([O:25]C)=[O:24])[C:15]=3[C:14]3[C:9]2=[CH:10][CH:11]=[CH:12][C:13]=3[C:27](=[O:29])[NH2:28])[CH:6]=[CH:5][CH:4]=[CH:3][CH:2]=1.[OH-].[Na+]. Product: [C:1]1([CH2:7][N:8]2[C:20]3[CH:19]=[CH:18][CH:17]=[C:16]([O:21][CH2:22][C:23]([OH:25])=[O:24])[C:15]=3[C:14]3[C:9]2=[CH:10][CH:11]=[CH:12][C:13]=3[C:27](=[O:29])[NH2:28])[CH:6]=[CH:5][CH:4]=[CH:3][CH:2]=1. The catalyst class is: 8. (3) Reactant: [CH3:1][C:2]1[N:7]=C(C#N)[CH:5]=[CH:4][C:3]=1[N+:10]([O-:12])=[O:11].C[C:14]([CH3:17])([O-:16])C.[K+].CC([OH:22])C. Product: [CH3:1][C:2]1[N:7]=[C:17]([C:14]([OH:22])=[O:16])[CH:5]=[CH:4][C:3]=1[N+:10]([O-:12])=[O:11]. The catalyst class is: 6. (4) Reactant: [CH3:1][O:2][C:3]1[C:8]([O:9][CH3:10])=[CH:7][CH:6]=[CH:5][C:4]=1[C@@H:11]1[C:17]2[CH:18]=[C:19]([C:22]([F:25])([F:24])[F:23])[CH:20]=[CH:21][C:16]=2[N:15]2[C:26]([C:29]([F:32])([F:31])[F:30])=[N:27][N:28]=[C:14]2[C@@H:13]([CH2:33][C:34]([N:36]2[CH2:41][CH2:40][CH:39]([CH2:42][C:43]([O:45]C(C)(C)C)=[O:44])[CH2:38][CH2:37]2)=[O:35])[O:12]1.FC(F)(F)C(O)=O.O1CCOCC1. Product: [CH3:1][O:2][C:3]1[C:8]([O:9][CH3:10])=[CH:7][CH:6]=[CH:5][C:4]=1[C@@H:11]1[C:17]2[CH:18]=[C:19]([C:22]([F:25])([F:23])[F:24])[CH:20]=[CH:21][C:16]=2[N:15]2[C:26]([C:29]([F:31])([F:32])[F:30])=[N:27][N:28]=[C:14]2[C@@H:13]([CH2:33][C:34]([N:36]2[CH2:41][CH2:40][CH:39]([CH2:42][C:43]([OH:45])=[O:44])[CH2:38][CH2:37]2)=[O:35])[O:12]1. The catalyst class is: 2. (5) The catalyst class is: 4. Reactant: [Cl:1][C:2]1[CH:7]=[CH:6][CH:5]=[CH:4][C:3]=1[C@@H:8]([OH:16])[C@H:9]([OH:15])[CH2:10][O:11]COC.CO[C:19](OC)([CH3:21])[CH3:20].C1(C)C=CC(S(O)(=O)=O)=CC=1. Product: [Cl:1][C:2]1[CH:7]=[CH:6][CH:5]=[CH:4][C:3]=1[C@H:8]1[O:16][C:19]([CH3:21])([CH3:20])[O:15][C@@H:9]1[CH2:10][OH:11]. (6) Reactant: [NH2:1][C:2]1[C:6]2[CH:7]=[N:8][C:9]([NH:11][C:12]([NH:14][C@@H:15]([C:17]3[CH:22]=[CH:21][CH:20]=[CH:19][CH:18]=3)[CH3:16])=[O:13])=[CH:10][C:5]=2[N:4]([C:23]([C:36]2[CH:41]=[CH:40][CH:39]=[CH:38][CH:37]=2)([C:30]2[CH:35]=[CH:34][CH:33]=[CH:32][CH:31]=2)[C:24]2[CH:29]=[CH:28][CH:27]=[CH:26][CH:25]=2)[N:3]=1.[C:42]1(=O)[C:50]2[C:45](=[CH:46][CH:47]=[CH:48][CH:49]=2)[C:44](=[O:51])[O:43]1. Product: [O:43]=[C:42]1[C:50]2[C:45](=[CH:46][CH:47]=[CH:48][CH:49]=2)[C:44](=[O:51])[N:1]1[C:2]1[C:6]2[CH:7]=[N:8][C:9]([NH:11][C:12]([NH:14][C@@H:15]([C:17]3[CH:22]=[CH:21][CH:20]=[CH:19][CH:18]=3)[CH3:16])=[O:13])=[CH:10][C:5]=2[N:4]([C:23]([C:24]2[CH:25]=[CH:26][CH:27]=[CH:28][CH:29]=2)([C:36]2[CH:41]=[CH:40][CH:39]=[CH:38][CH:37]=2)[C:30]2[CH:31]=[CH:32][CH:33]=[CH:34][CH:35]=2)[N:3]=1. The catalyst class is: 12. (7) Reactant: [Br:1][C:2]1[CH:20]=[CH:19][C:5]2[NH:6][C:7](=O)[CH:8]([CH3:17])[N:9]=[C:10]([C:11]3[CH:16]=[CH:15][CH:14]=[CH:13][N:12]=3)[C:4]=2[CH:3]=1.[H-].[Na+].P(Cl)(OCC)(OCC)=O.[N+:32]([CH2:34][C:35]([O:37][CH2:38][CH3:39])=[O:36])#[C-:33].[H-].[Na+].C1COCC1. Product: [CH2:38]([O:37][C:35]([C:34]1[N:32]=[CH:33][N:6]2[C:7]=1[CH:8]([CH3:17])[N:9]=[C:10]([C:11]1[CH:16]=[CH:15][CH:14]=[CH:13][N:12]=1)[C:4]1[CH:3]=[C:2]([Br:1])[CH:20]=[CH:19][C:5]2=1)=[O:36])[CH3:39]. The catalyst class is: 1. (8) Reactant: Cl[CH2:2][CH2:3][CH2:4][S:5]([O:8][CH2:9][C:10]([CH3:32])([CH3:31])[CH:11]([O:23][CH2:24][C:25]1[CH:30]=[CH:29][CH:28]=[CH:27][CH:26]=1)[C:12]([O:14][CH2:15][CH2:16][O:17][C:18]([O:20][CH2:21][CH3:22])=[O:19])=[O:13])(=[O:7])=[O:6].[N-:33]=[N+:34]=[N-:35].[Na+]. Product: [N:33]([CH2:2][CH2:3][CH2:4][S:5]([O:8][CH2:9][C:10]([CH3:32])([CH3:31])[C@@H:11]([O:23][CH2:24][C:25]1[CH:30]=[CH:29][CH:28]=[CH:27][CH:26]=1)[C:12]([O:14][CH2:15][CH2:16][O:17][C:18]([O:20][CH2:21][CH3:22])=[O:19])=[O:13])(=[O:7])=[O:6])=[N+:34]=[N-:35]. The catalyst class is: 16. (9) Reactant: [C:1]1([CH3:10])[CH:6]=[CH:5][C:4]([N:7]=[C:8]=[O:9])=[CH:3][CH:2]=1.[CH3:11][O:12][C:13]1[CH:19]=[CH:18][C:17]([S:20]([C:23]([F:26])([F:25])[F:24])(=[O:22])=[O:21])=[CH:16][C:14]=1[NH2:15]. Product: [CH3:11][O:12][C:13]1[CH:19]=[CH:18][C:17]([S:20]([C:23]([F:24])([F:25])[F:26])(=[O:21])=[O:22])=[CH:16][C:14]=1[NH:15][C:8]([NH:7][C:4]1[CH:5]=[CH:6][C:1]([CH3:10])=[CH:2][CH:3]=1)=[O:9]. The catalyst class is: 25.